From a dataset of Full USPTO retrosynthesis dataset with 1.9M reactions from patents (1976-2016). Predict the reactants needed to synthesize the given product. (1) Given the product [CH3:2][O:3][N:4]1[CH2:9][CH2:8][CH:7]([CH:10]=[O:11])[CH2:6][CH2:5]1, predict the reactants needed to synthesize it. The reactants are: Cl.[CH3:2][O:3][N:4]1[CH2:9][CH2:8][C:7](=[CH:10][O:11]C)[CH2:6][CH2:5]1. (2) Given the product [CH3:12][N:10]([CH3:11])[CH2:9][CH2:8][CH:7]([C:13]1[CH:18]=[CH:17][CH:16]=[CH:15][CH:14]=1)[O:6][C:5]1[CH:4]=[C:3]([OH:2])[CH:21]=[CH:20][CH:19]=1, predict the reactants needed to synthesize it. The reactants are: C[O:2][C:3]1[CH:4]=[C:5]([CH:19]=[CH:20][CH:21]=1)[O:6][CH:7]([C:13]1[CH:18]=[CH:17][CH:16]=[CH:15][CH:14]=1)[CH2:8][CH2:9][N:10]([CH3:12])[CH3:11].B(Br)(Br)Br. (3) Given the product [Cl:10][C:11]1[CH:12]=[C:13]2[C:17](=[C:18]([C:2]3[CH:7]=[C:6]([O:8][CH3:9])[N:5]=[CH:4][N:3]=3)[CH:19]=1)[N:16]([CH2:29][CH2:30][O:31][CH3:32])[N:15]=[CH:14]2, predict the reactants needed to synthesize it. The reactants are: Cl[C:2]1[CH:7]=[C:6]([O:8][CH3:9])[N:5]=[CH:4][N:3]=1.[Cl:10][C:11]1[CH:12]=[C:13]2[C:17](=[C:18](B3OC(C)(C)C(C)(C)O3)[CH:19]=1)[N:16]([CH2:29][CH2:30][O:31][CH3:32])[N:15]=[CH:14]2.C([O-])([O-])=O.[Na+].[Na+].COCCOC. (4) The reactants are: [ClH:1].Cl.[CH2:3]([S:10][C:11]1[CH:30]=[CH:29][C:28]([N+:31]([O-])=O)=[CH:27][C:12]=1[CH:13]=[CH:14][C:15]1=[N:16][CH2:17][CH2:18][N:19]([CH3:26])[C:20]2[CH:25]=[CH:24][CH:23]=[CH:22][C:21]1=2)[C:4]1[CH:9]=[CH:8][CH:7]=[CH:6][CH:5]=1.[Sn](Cl)[Cl:35].Cl. Given the product [ClH:35].[ClH:1].[CH2:3]([S:10][C:11]1[CH:30]=[CH:29][C:28]([NH2:31])=[CH:27][C:12]=1/[CH:13]=[CH:14]/[C:15]1[C:21]2[CH:22]=[CH:23][CH:24]=[CH:25][C:20]=2[N:19]([CH3:26])[CH2:18][CH2:17][N:16]=1)[C:4]1[CH:5]=[CH:6][CH:7]=[CH:8][CH:9]=1, predict the reactants needed to synthesize it. (5) The reactants are: [O:1]1[CH2:5][CH2:4][CH:3]([CH2:6][NH2:7])[CH2:2]1.[Cl-].[Na+].[CH3:10][NH:11][C:12](=[N:15][N+:16]([O-:18])=[O:17])OC.Cl. Given the product [CH3:10][NH:11][C:12]([NH:7][CH2:6][CH:3]1[CH2:4][CH2:5][O:1][CH2:2]1)=[N:15][N+:16]([O-:18])=[O:17], predict the reactants needed to synthesize it. (6) Given the product [OH:21][C:11]1[CH:10]=[C:9]([CH:14]=[C:13]([O:15][C@H:16]2[CH2:20][CH2:19][O:18][CH2:17]2)[CH:12]=1)[C:8]([NH:7][C:4]1[CH:5]=[CH:6][N:2]([CH3:1])[N:3]=1)=[O:29], predict the reactants needed to synthesize it. The reactants are: [CH3:1][N:2]1[CH:6]=[CH:5][C:4]([NH:7][C:8](=[O:29])[C:9]2[CH:14]=[C:13]([O:15][C@H:16]3[CH2:20][CH2:19][O:18][CH2:17]3)[CH:12]=[C:11]([O:21]CC3C=CC=CC=3)[CH:10]=2)=[N:3]1.C([O-])=O.[NH4+].